Task: Predict the reaction yield, written as a fraction of the theoretical maximum amount of product (1.0 means a 100% yield; for example, 0.34 means a 34% yield).. Dataset: Reaction yield outcomes from USPTO patents with 853,638 reactions (1) The reactants are Cl[C:2]1[CH:7]=[C:6]([Cl:8])[N:5]2[N:9]=[C:10]([CH3:23])[C:11]([CH2:12][C:13]3[C:22]4[C:17](=[CH:18][CH:19]=[CH:20][CH:21]=4)[CH:16]=[CH:15][CH:14]=3)=[C:4]2[N:3]=1.[OH-].[Na+].[NH:26]1[CH2:31][CH2:30][O:29][CH2:28][CH2:27]1.Cl.O=P(Cl)(Cl)Cl.C(N(CC)C1C=CC=CC=1)C. The catalyst is O1CCCC1.O.C(O)C. The product is [Cl:8][C:6]1[N:5]2[N:9]=[C:10]([CH3:23])[C:11]([CH2:12][C:13]3[C:22]4[C:17](=[CH:18][CH:19]=[CH:20][CH:21]=4)[CH:16]=[CH:15][CH:14]=3)=[C:4]2[N:3]=[C:2]([N:26]2[CH2:31][CH2:30][O:29][CH2:28][CH2:27]2)[CH:7]=1. The yield is 0.590. (2) The reactants are [CH2:1]([NH:8][C@H:9]1[CH2:14][CH2:13][C@H:12]([C:15]([O:24][Si](CC)(CC)CC)([C:20]([F:23])([F:22])[F:21])[C:16]([F:19])([F:18])[F:17])[CH2:11][CH2:10]1)[C:2]1[CH:7]=[CH:6][CH:5]=[CH:4][CH:3]=1.N1C=CC=CC=1.[F:38][C:39]([F:50])([F:49])[C:40](O[C:40](=[O:41])[C:39]([F:50])([F:49])[F:38])=[O:41].CCCC[N+](CCCC)(CCCC)CCCC.[F-]. The catalyst is C(Cl)Cl. The product is [CH2:1]([N:8]([C@H:9]1[CH2:10][CH2:11][C@H:12]([C:15]([OH:24])([C:16]([F:17])([F:19])[F:18])[C:20]([F:21])([F:22])[F:23])[CH2:13][CH2:14]1)[C:40](=[O:41])[C:39]([F:50])([F:49])[F:38])[C:2]1[CH:7]=[CH:6][CH:5]=[CH:4][CH:3]=1. The yield is 0.790. (3) The reactants are [Cl-].O[NH3+:3].[C:4](=[O:7])([O-])[OH:5].[Na+].CS(C)=O.[F:13][C:14]1[CH:15]=[C:16]([C:44]2[C:45]([C:50]#[N:51])=[CH:46][CH:47]=[CH:48][CH:49]=2)[CH:17]=[CH:18][C:19]=1[CH2:20][N:21]1[C:26]([O:27][CH2:28][CH2:29][CH3:30])=[CH:25][C:24](=[O:31])[N:23]([CH2:32][C:33]([C:35]2[CH:40]=[CH:39][C:38]([O:41][CH3:42])=[CH:37][CH:36]=2)=[O:34])[C:22]1=[O:43]. The catalyst is C(Cl)(Cl)Cl. The product is [F:13][C:14]1[CH:15]=[C:16]([C:44]2[CH:49]=[CH:48][CH:47]=[CH:46][C:45]=2[C:50]2[NH:3][C:4](=[O:7])[O:5][N:51]=2)[CH:17]=[CH:18][C:19]=1[CH2:20][N:21]1[C:26]([O:27][CH2:28][CH2:29][CH3:30])=[CH:25][C:24](=[O:31])[N:23]([CH2:32][C:33]([C:35]2[CH:40]=[CH:39][C:38]([O:41][CH3:42])=[CH:37][CH:36]=2)=[O:34])[C:22]1=[O:43]. The yield is 0.300. (4) The yield is 0.830. The product is [CH:1]1[C:10]2[C:5](=[CH:6][CH:7]=[CH:8][CH:9]=2)[CH:4]=[C:3]([NH:11][C:12]2[O:13][C@@:14]3([CH2:22][N:23]=2)[CH:19]2[CH2:18][CH2:17][N+:16]([O-:29])([CH2:21][CH2:20]2)[CH2:15]3)[N:2]=1. No catalyst specified. The reactants are [CH:1]1[C:10]2[C:5](=[CH:6][CH:7]=[CH:8][CH:9]=2)[CH:4]=[C:3]([NH:11][C:12]2[O:13][C@@:14]3([CH2:22][N:23]=2)[CH:19]2[CH2:20][CH2:21][N:16]([CH2:17][CH2:18]2)[CH2:15]3)[N:2]=1.ClC1C=C(C=CC=1)C(OO)=[O:29]. (5) The reactants are [Br:1][C:2]1[CH:3]=[C:4]([C:14]([O:16][CH3:17])=[O:15])[C:5]2[CH:6]=[CH:7][N:8]([CH:11]([CH3:13])[CH3:12])[C:9]=2[CH:10]=1.[B-](F)(F)(F)[F:19].[B-](F)(F)(F)F.C1[N+]2(CCl)CC[N+](F)(CC2)C1.[N+](CC)([O-])=O. No catalyst specified. The product is [Br:1][C:2]1[CH:3]=[C:4]([C:14]([O:16][CH3:17])=[O:15])[C:5]2[C:6]([F:19])=[CH:7][N:8]([CH:11]([CH3:13])[CH3:12])[C:9]=2[CH:10]=1. The yield is 0.205. (6) The reactants are C(OC(=O)[NH:7][C:8]1[CH:13]=[CH:12][N:11]=[CH:10][C:9]=1[CH:14]=[C:15]1[S:19][C:18]([N:20]2[CH2:25][CH2:24][CH2:23][CH2:22][CH2:21]2)=[N:17][C:16]1=[O:26])(C)(C)C.[ClH:28]. No catalyst specified. The product is [ClH:28].[NH2:7][C:8]1[CH:13]=[CH:12][N:11]=[CH:10][C:9]=1/[CH:14]=[C:15]1/[C:16](=[O:26])[N:17]=[C:18]([N:20]2[CH2:21][CH2:22][CH2:23][CH2:24][CH2:25]2)[S:19]/1. The yield is 0.990. (7) The reactants are [Si]([O:8][CH2:9][CH:10]1[CH2:15][CH2:14][CH2:13][N:12]([C:16]2[N:21]=[C:20]([C:22]([NH:24][C:25]3[C:26]([CH3:36])=[C:27]([CH:32]=[CH:33][C:34]=3[CH3:35])[C:28]([O:30][CH3:31])=[O:29])=[O:23])[C:19]([CH3:37])=[CH:18][CH:17]=2)[CH2:11]1)(C(C)(C)C)(C)C.[N+](CCCC)(CCCC)(CCCC)CCCC.[F-]. The catalyst is C1COCC1. The product is [OH:8][CH2:9][CH:10]1[CH2:15][CH2:14][CH2:13][N:12]([C:16]2[N:21]=[C:20]([C:22]([NH:24][C:25]3[C:26]([CH3:36])=[C:27]([CH:32]=[CH:33][C:34]=3[CH3:35])[C:28]([O:30][CH3:31])=[O:29])=[O:23])[C:19]([CH3:37])=[CH:18][CH:17]=2)[CH2:11]1. The yield is 1.15. (8) The reactants are C([O:3][C:4]([C:6]1[C:7]([CH2:12][CH2:13][CH2:14][CH3:15])=[N:8][O:9][C:10]=1[CH3:11])=O)C.[H-].[Al+3].[Li+].[H-].[H-].[H-]. The catalyst is C1COCC1. The product is [CH2:12]([C:7]1[C:6]([CH2:4][OH:3])=[C:10]([CH3:11])[O:9][N:8]=1)[CH2:13][CH2:14][CH3:15]. The yield is 0.950. (9) The reactants are [NH3:1].[Br:2][C:3]1[CH:4]=[C:5]([C@@:9]2([CH3:19])[NH:14][C:13](=S)[CH2:12][N:11]3[N:16]=[CH:17][CH:18]=[C:10]23)[CH:6]=[CH:7][CH:8]=1.CO. The catalyst is O.C([O-])([O-])=O.[Na+].[Na+]. The product is [Br:2][C:3]1[CH:4]=[C:5]([C@@:9]2([CH3:19])[N:14]=[C:13]([NH2:1])[CH2:12][N:11]3[N:16]=[CH:17][CH:18]=[C:10]23)[CH:6]=[CH:7][CH:8]=1. The yield is 0.820.